Dataset: Peptide-MHC class II binding affinity with 134,281 pairs from IEDB. Task: Regression. Given a peptide amino acid sequence and an MHC pseudo amino acid sequence, predict their binding affinity value. This is MHC class II binding data. (1) The binding affinity (normalized) is 0.640. The peptide sequence is ELGEWVFSAIKSPQA. The MHC is DRB1_0404 with pseudo-sequence DRB1_0404. (2) The peptide sequence is TGGNSPVQEFTVPLQ. The MHC is DRB1_0101 with pseudo-sequence DRB1_0101. The binding affinity (normalized) is 0.422.